This data is from HIV replication inhibition screening data with 41,000+ compounds from the AIDS Antiviral Screen. The task is: Binary Classification. Given a drug SMILES string, predict its activity (active/inactive) in a high-throughput screening assay against a specified biological target. The compound is CC(=O)OCC1OC(OC(C)=O)C(NC#N)C(OC(C)=O)C1OC(C)=O. The result is 0 (inactive).